Dataset: Reaction yield outcomes from USPTO patents with 853,638 reactions. Task: Predict the reaction yield, written as a fraction of the theoretical maximum amount of product (1.0 means a 100% yield; for example, 0.34 means a 34% yield). The yield is 0.910. The catalyst is COCCOC.C(OCC)(=O)C.C(Cl)Cl. The reactants are Br[C:2]1[CH:3]=[C:4]([C:8]2[N:9]=[C:10]([CH:20]([CH3:22])[CH3:21])[NH:11][C:12]=2[C:13]2[CH:18]=[CH:17][CH:16]=[C:15]([CH3:19])[N:14]=2)[CH:5]=[CH:6][CH:7]=1.C(OC([N:30]1[CH:34]=[CH:33][CH:32]=[C:31]1B(O)O)=O)(C)(C)C.C[O-].[Na+].O. The product is [CH:20]([C:10]1[NH:11][C:12]([C:13]2[CH:18]=[CH:17][CH:16]=[C:15]([CH3:19])[N:14]=2)=[C:8]([C:4]2[CH:5]=[CH:6][CH:7]=[C:2]([C:31]3[NH:30][CH:34]=[CH:33][CH:32]=3)[CH:3]=2)[N:9]=1)([CH3:22])[CH3:21].